Dataset: Reaction yield outcomes from USPTO patents with 853,638 reactions. Task: Predict the reaction yield, written as a fraction of the theoretical maximum amount of product (1.0 means a 100% yield; for example, 0.34 means a 34% yield). (1) The reactants are [F:1][C:2]1[CH:3]=[C:4]2[C:9](=[CH:10][C:11]=1[F:12])[N:8]=[C:7]([O:13][CH3:14])[C:6]([NH:15][C:16](=[O:20])OCC)=[N:5]2.[CH3:21][O:22][C:23]1[CH:24]=[C:25]([N:31]2[CH2:36][CH2:35][NH:34][CH2:33][CH2:32]2)[CH:26]=[C:27]([O:29][CH3:30])[CH:28]=1. No catalyst specified. The product is [F:1][C:2]1[CH:3]=[C:4]2[C:9](=[CH:10][C:11]=1[F:12])[N:8]=[C:7]([O:13][CH3:14])[C:6]([NH:15][C:16]([N:34]1[CH2:33][CH2:32][N:31]([C:25]3[CH:24]=[C:23]([O:22][CH3:21])[CH:28]=[C:27]([O:29][CH3:30])[CH:26]=3)[CH2:36][CH2:35]1)=[O:20])=[N:5]2. The yield is 0.700. (2) The product is [CH2:5]([S:7][C:8]1[CH:13]=[CH:12][C:11]([F:14])=[CH:10][C:9]=1[NH:15][NH2:1])[CH3:6]. The yield is 0.910. The catalyst is O.Cl. The reactants are [N:1]([O-])=O.[Na+].[CH2:5]([S:7][C:8]1[CH:13]=[CH:12][C:11]([F:14])=[CH:10][C:9]=1[NH2:15])[CH3:6].[OH-].[Na+]. (3) The reactants are [N:1]([C:4]1([CH3:17])[CH2:9][CH2:8][N:7]([C:10]2[CH:15]=[C:14]([CH3:16])[N:13]=[CH:12][N:11]=2)[CH2:6][CH2:5]1)=[C:2]=[S:3].[NH3:18]. No catalyst specified. The product is [CH3:17][C:4]1([NH:1][C:2]([NH2:18])=[S:3])[CH2:9][CH2:8][N:7]([C:10]2[CH:15]=[C:14]([CH3:16])[N:13]=[CH:12][N:11]=2)[CH2:6][CH2:5]1. The yield is 1.00. (4) The reactants are [C:1]([O:5][C:6]([N:8]1[CH2:13][CH2:12][CH:11]([C:14]#[C:15][CH2:16][CH2:17][O:18]C2CCCCO2)[CH2:10][CH2:9]1)=[O:7])([CH3:4])([CH3:3])[CH3:2].C1(C)C=CC(S([O-])(=O)=O)=CC=1. The catalyst is CO. The product is [C:1]([O:5][C:6]([N:8]1[CH2:13][CH2:12][CH:11]([C:14]#[C:15][CH2:16][CH2:17][OH:18])[CH2:10][CH2:9]1)=[O:7])([CH3:4])([CH3:3])[CH3:2]. The yield is 0.970. (5) The reactants are [Cl:1][C:2]1[N:3]=[C:4]([C:9]([NH:11][C@H:12]2[CH2:17][CH2:16][N:15]([C:18]3[S:19][C:20]4[C:26]([C:27]([O:29]CC)=[O:28])=[CH:25][CH:24]=[CH:23][C:21]=4[N:22]=3)[CH2:14][C@H:13]2[O:32][CH3:33])=[O:10])[NH:5][C:6]=1[CH2:7][CH3:8].[OH-].[Li+]. The catalyst is CO.ClCCl. The product is [Cl:1][C:2]1[N:3]=[C:4]([C:9]([NH:11][C@H:12]2[CH2:17][CH2:16][N:15]([C:18]3[S:19][C:20]4[C:26]([C:27]([OH:29])=[O:28])=[CH:25][CH:24]=[CH:23][C:21]=4[N:22]=3)[CH2:14][C@H:13]2[O:32][CH3:33])=[O:10])[NH:5][C:6]=1[CH2:7][CH3:8]. The yield is 0.840. (6) The reactants are [CH2:1]([O:8][N:9]1[C:15](=[O:16])[N:14]2[CH2:17][C@H:10]1[CH2:11][CH2:12][C@H:13]2[C:18]([OH:20])=O)[C:2]1[CH:7]=[CH:6][CH:5]=[CH:4][CH:3]=1.[NH2:21][O:22][CH:23]1[CH2:28][N:27]([C:29]([O:31][C:32]([CH3:35])([CH3:34])[CH3:33])=[O:30])[CH2:26][C:25]2[N:36]([CH3:39])[N:37]=[CH:38][C:24]1=2.ON1C2C=CC=CC=2N=N1.Cl.C(N=C=NCCCN(C)C)C. The catalyst is C(Cl)Cl. The product is [CH2:1]([O:8][N:9]1[C:15](=[O:16])[N:14]2[CH2:17][C@H:10]1[CH2:11][CH2:12][C@H:13]2[C:18]([NH:21][O:22][CH:23]1[CH2:28][N:27]([C:29]([O:31][C:32]([CH3:33])([CH3:34])[CH3:35])=[O:30])[CH2:26][C:25]2[N:36]([CH3:39])[N:37]=[CH:38][C:24]1=2)=[O:20])[C:2]1[CH:3]=[CH:4][CH:5]=[CH:6][CH:7]=1. The yield is 0.890.